From a dataset of Full USPTO retrosynthesis dataset with 1.9M reactions from patents (1976-2016). Predict the reactants needed to synthesize the given product. (1) Given the product [Cl:32][CH2:33][CH2:34][C:35]1[C:40](=[O:41])[N:39]2[CH2:42][CH2:43][CH2:44][CH:45]([OH:46])[C:38]2=[N:37][CH:36]=1, predict the reactants needed to synthesize it. The reactants are: CC1N=C2N(CCCC2O)C(=O)C=1CCN1CCC(C2C3C=CC(F)=CC=3ON=2)CC1.[Cl:32][CH2:33][CH2:34][C:35]1[C:40](=[O:41])[N:39]2[CH:42]=[CH:43][CH:44]=[C:45]([O:46]CC3C=CC=CC=3)[C:38]2=[N:37][C:36]=1C. (2) The reactants are: Cl[B:2]1[NH:7][B:6](Cl)[NH:5][B:4](Cl)[NH:3]1.[CH2:10]([NH2:16])[CH2:11][CH2:12][CH2:13][CH2:14][CH3:15].C([N:19]([CH2:22][CH3:23])CC)C. Given the product [CH2:10]([NH:16][B:2]1[NH:7][B:6]([NH:16][CH2:10][CH2:11][CH2:12][CH2:13][CH2:14][CH3:15])[NH:5][B:4]([NH:19][CH2:22][CH2:23][CH2:10][CH2:11][CH2:12][CH3:13])[NH:3]1)[CH2:11][CH2:12][CH2:13][CH2:14][CH3:15], predict the reactants needed to synthesize it. (3) Given the product [Cl:1][C:2]1[C:3]([F:26])=[C:4]([C:22]([F:25])=[CH:23][CH:24]=1)[CH2:5][N:6]1[C:18]2[CH:17]=[N:16][C:15]([C:19]([NH:30][O:29][CH3:28])=[O:20])=[CH:14][C:13]=2[C:12]2[C:7]1=[CH:8][CH:9]=[CH:10][CH:11]=2, predict the reactants needed to synthesize it. The reactants are: [Cl:1][C:2]1[C:3]([F:26])=[C:4]([C:22]([F:25])=[CH:23][CH:24]=1)[CH2:5][N:6]1[C:18]2[CH:17]=[N:16][C:15]([C:19](O)=[O:20])=[CH:14][C:13]=2[C:12]2[C:7]1=[CH:8][CH:9]=[CH:10][CH:11]=2.Cl.[CH3:28][O:29][NH2:30].